From a dataset of NCI-60 drug combinations with 297,098 pairs across 59 cell lines. Regression. Given two drug SMILES strings and cell line genomic features, predict the synergy score measuring deviation from expected non-interaction effect. (1) Drug 1: CC1=CC=C(C=C1)C2=CC(=NN2C3=CC=C(C=C3)S(=O)(=O)N)C(F)(F)F. Drug 2: N.N.Cl[Pt+2]Cl. Cell line: HCT-15. Synergy scores: CSS=34.4, Synergy_ZIP=-5.68, Synergy_Bliss=-6.19, Synergy_Loewe=-11.7, Synergy_HSA=-6.14. (2) Drug 1: CCC1(CC2CC(C3=C(CCN(C2)C1)C4=CC=CC=C4N3)(C5=C(C=C6C(=C5)C78CCN9C7C(C=CC9)(C(C(C8N6C=O)(C(=O)OC)O)OC(=O)C)CC)OC)C(=O)OC)O.OS(=O)(=O)O. Drug 2: CNC(=O)C1=NC=CC(=C1)OC2=CC=C(C=C2)NC(=O)NC3=CC(=C(C=C3)Cl)C(F)(F)F. Cell line: SF-268. Synergy scores: CSS=-10.2, Synergy_ZIP=4.68, Synergy_Bliss=-3.35, Synergy_Loewe=-9.05, Synergy_HSA=-10.3. (3) Drug 1: CC1=CC=C(C=C1)C2=CC(=NN2C3=CC=C(C=C3)S(=O)(=O)N)C(F)(F)F. Drug 2: C1=NNC2=C1C(=O)NC=N2. Cell line: SK-MEL-28. Synergy scores: CSS=-2.06, Synergy_ZIP=2.96, Synergy_Bliss=1.74, Synergy_Loewe=-0.756, Synergy_HSA=-3.25. (4) Drug 1: C(CC(=O)O)C(=O)CN.Cl. Drug 2: C(CCl)NC(=O)N(CCCl)N=O. Cell line: HT29. Synergy scores: CSS=5.14, Synergy_ZIP=4.29, Synergy_Bliss=11.7, Synergy_Loewe=7.09, Synergy_HSA=6.90. (5) Drug 1: CN1CCC(CC1)COC2=C(C=C3C(=C2)N=CN=C3NC4=C(C=C(C=C4)Br)F)OC. Drug 2: CC1=CC2C(CCC3(C2CCC3(C(=O)C)OC(=O)C)C)C4(C1=CC(=O)CC4)C. Cell line: TK-10. Synergy scores: CSS=11.3, Synergy_ZIP=-4.00, Synergy_Bliss=0.846, Synergy_Loewe=-31.1, Synergy_HSA=-2.91. (6) Drug 1: CC1=C(C=C(C=C1)NC2=NC=CC(=N2)N(C)C3=CC4=NN(C(=C4C=C3)C)C)S(=O)(=O)N.Cl. Drug 2: CC(C)(C#N)C1=CC(=CC(=C1)CN2C=NC=N2)C(C)(C)C#N. Cell line: NCI-H460. Synergy scores: CSS=-16.3, Synergy_ZIP=1.13, Synergy_Bliss=-13.7, Synergy_Loewe=-17.5, Synergy_HSA=-16.8.